This data is from Drug-target binding data from BindingDB using IC50 measurements. The task is: Regression. Given a target protein amino acid sequence and a drug SMILES string, predict the binding affinity score between them. We predict pIC50 (pIC50 = -log10(IC50 in M); higher means more potent). Dataset: bindingdb_ic50. (1) The small molecule is FC(F)c1cc(-c2ccnc(NC3CCCCC3)c2)nc(N2CCNCC2)c1. The target protein (Q13563) has sequence MVNSSRVQPQQPGDAKRPPAPRAPDPGRLMAGCAAVGASLAAPGGLCEQRGLEIEMQRIRQAAARDPPAGAAASPSPPLSSCSRQAWSRDNPGFEAEEEEEEVEGEEGGMVVEMDVEWRPGSRRSAASSAVSSVGARSRGLGGYHGAGHPSGRRRRREDQGPPCPSPVGGGDPLHRHLPLEGQPPRVAWAERLVRGLRGLWGTRLMEESSTNREKYLKSVLRELVTYLLFLIVLCILTYGMMSSNVYYYTRMMSQLFLDTPVSKTEKTNFKTLSSMEDFWKFTEGSLLDGLYWKMQPSNQTEADNRSFIFYENLLLGVPRIRQLRVRNGSCSIPQDLRDEIKECYDVYSVSSEDRAPFGPRNGTAWIYTSEKDLNGSSHWGIIATYSGAGYYLDLSRTREETAAQVASLKKNVWLDRGTRATFIDFSVYNANINLFCVVRLLVEFPATGGVIPSWQFQPLKLIRYVTTFDFFLAACEIIFCFFIFYYVVEEILEIRIHKL.... The pIC50 is 7.1. (2) The target protein sequence is LFTPDYELLTENDMLPNMRIGALGFSGAFEDRDPTQFEERHLKFLQQLGKGNFGSVEMCRYDPLQDNTGEVVAVKKLQHSTEEHLRDFEREIEILKSLQHDNIVKYKGVCYSAGRRNLKLIMEYLPYGSLRDYLQKHKERIDHIKLLQYTSQICKGMEYLGTKRYIHRDLATRNILVENENRVKIGDFGLTKVLPQDKEYYKVKEPGESPIFWYAPESLTESKFSVASDVWSFGVVLYELFTYIEKSKSPPAEFMRMIGNDKQGQMIVFHLIELLKNNGRLPRPDGCPDEIYMIMTECWNNNVNQRPSFRDLALRVDQIRDNMAG. The pIC50 is 9.2. The small molecule is C#CCN(C1CCOC1)[C@@H]1CCN(c2ncnc3[nH]ccc23)C1. (3) The small molecule is O=C(O)Cn1cc(C(=O)c2nc3c(F)c(F)cc(F)c3s2)c2ccccc21. The target protein (P15121) has sequence MASRLLLNNGAKMPILGLGTWKSPPGQVTEAVKVAIDVGYRHIDCAHVYQNENEVGVAIQEKLREQVVKREELFIVSKLWCTYHEKGLVKGACQKTLSDLKLDYLDLYLIHWPTGFKPGKEFFPLDESGNVVPSDTNILDTWAAMEELVDEGLVKAIGISNFNHLQVEMILNKPGLKYKPAVNQIECHPYLTQEKLIQYCQSKGIVVTAYSPLGSPDRPWAKPEDPSLLEDPRIKAIAAKHNKTTAQVLIRFPMQRNLVVIPKSVTPERIAENFKVFDFELSSQDMTTLLSYNRNWRVCALLSCTSHKDYPFHEEF. The pIC50 is 5.8. (4) The small molecule is Cc1ccc(-c2cc3cc(O)c(O)cc3oc2=O)cc1. The target protein (P27169) has sequence MAKLIALTLLGMGLALFRNHQSSYQTRLNALREVQPVELPNCNLVKGIETGSEDLEILPNGLAFISSGLKYPGIKSFNPNSPGKILLMDLNEEDPTVLELGITGSKFDVSSFNPHGISTFTDEDNAMYLLVVNHPDAKSTVELFKFQEEEKSLLHLKTIRHKLLPNLNDIVAVGPEHFYGTNDHYFLDPYLQSWEMYLGLAWSYVVYYSPSEVRVVAEGFDFANGINISPDGKYVYIAELLAHKIHVYEKHANWTLTPLKSLDFNTLVDNISVDPETGDLWVGCHPNGMKIFFYDSENPPASEVLRIQNILTEEPKVTQVYAENGTVLQGSTVASVYKGKLLIGTVFHKALYCEL. The pIC50 is 5.5. (5) The compound is C[PH](O)(O)CC(=O)CN. The target protein (P24046) has sequence MLAVPNMRFGIFLLWWGWVLATESRMHWPGREVHEMSKKGRPQRQRREVHEDAHKQVSPILRRSPDITKSPLTKSEQLLRIDDHDFSMRPGFGGPAIPVGVDVQVESLDSISEVDMDFTMTLYLRHYWKDERLSFPSTNNLSMTFDGRLVKKIWVPDMFFVHSKRSFIHDTTTDNVMLRVQPDGKVLYSLRVTVTAMCNMDFSRFPLDTQTCSLEIESYAYTEDDLMLYWKKGNDSLKTDERISLSQFLIQEFHTTTKLAFYSSTGWYNRLYINFTLRRHIFFFLLQTYFPATLMVMLSWVSFWIDRRAVPARVPLGITTVLTMSTIITGVNASMPRVSYIKAVDIYLWVSFVFVFLSVLEYAAVNYLTTVQERKEQKLREKLPCTSGLPPPRTAMLDGNYSDGEVNDLDNYMPENGEKPDRMMVQLTLASERSSPQRKSQRSSYVSMRIDTHAIDKYSRIIFPAAYILFNLIYWSIFS. The pIC50 is 4.8. (6) The small molecule is Nc1ccc(SC(C[N+](=O)[O-])c2ccc(F)cc2)cc1. The target protein (P50454) has sequence MRSLLLLSAFCLLEAALAAEVKKPAAAAAPGTAEKLSPKAATLAERSAGLAFSLYQAMAKDQAVENILVSPVVVASSLGLVSLGGKATTASQAKAVLSAEQLRDEEVHAGLGELLRSLSNSTARNVTWKLGSRLYGPSSVSFADDFVRSSKQHYNCEHSKINFRDKRSALQSINEWAAQTTDGKLPEVTKDVERTDGALLVNAMFFKPHWDEKFHHKMVDNRGFMVTRSYTVGVMMMHRTGLYNYYDDEKEKLQIVEMPLAHKLSSLIILMPHHVEPLERLEKLLTKEQLKIWMGKMQKKAVAISLPKGVVEVTHDLQKHLAGLGLTEAIDKNKADLSRMSGKKDLYLASVFHATAFELDTDGNPFDQDIYGREELRSPKLFYADHPFIFLVRDTQSGSLLFIGRLVRPKGDKMRDEL. The pIC50 is 4.6.